This data is from Forward reaction prediction with 1.9M reactions from USPTO patents (1976-2016). The task is: Predict the product of the given reaction. (1) Given the reactants C[Al](C)C.[NH2:5][C:6]1[CH:13]=[CH:12][C:9]([C:10]#[N:11])=[CH:8][N:7]=1.[Si:14]([O:21][CH2:22][C@H:23]([O:25][CH2:26][C@H:27]([O:32][C:33]1[N:38]=[CH:37][N:36]=[C:35]2[N:39]([C:42]3[C:47]([Cl:48])=[CH:46][CH:45]=[CH:44][N:43]=3)[N:40]=[CH:41][C:34]=12)[C:28](OC)=[O:29])[CH3:24])([C:17]([CH3:20])([CH3:19])[CH3:18])([CH3:16])[CH3:15].C(C(C(C([O-])=O)O)O)([O-])=O.[K+].[Na+], predict the reaction product. The product is: [Si:14]([O:21][CH2:22][C@H:23]([O:25][CH2:26][C@H:27]([O:32][C:33]1[N:38]=[CH:37][N:36]=[C:35]2[N:39]([C:42]3[C:47]([Cl:48])=[CH:46][CH:45]=[CH:44][N:43]=3)[N:40]=[CH:41][C:34]=12)[C:28]([NH:5][C:6]1[CH:13]=[CH:12][C:9]([C:10]#[N:11])=[CH:8][N:7]=1)=[O:29])[CH3:24])([C:17]([CH3:20])([CH3:19])[CH3:18])([CH3:16])[CH3:15]. (2) Given the reactants [F:1][C:2]1[CH:7]=[CH:6][C:5]([C:8]2[N:12]=[CH:11][N:10]([CH:13]3[CH2:18][CH2:17][NH:16][CH2:15][CH2:14]3)[C:9]=2[C:19]2[CH:24]=[CH:23][N:22]=[C:21]([O:25][CH3:26])[N:20]=2)=[CH:4][CH:3]=1.Cl[C:28]1[CH:29]=[CH:30][C:31]2[N:32]([C:34]([C:37]([F:40])([F:39])[F:38])=[N:35][N:36]=2)[N:33]=1, predict the reaction product. The product is: [F:1][C:2]1[CH:3]=[CH:4][C:5]([C:8]2[N:12]=[CH:11][N:10]([CH:13]3[CH2:18][CH2:17][N:16]([C:28]4[CH:29]=[CH:30][C:31]5[N:32]([C:34]([C:37]([F:38])([F:40])[F:39])=[N:35][N:36]=5)[N:33]=4)[CH2:15][CH2:14]3)[C:9]=2[C:19]2[CH:24]=[CH:23][N:22]=[C:21]([O:25][CH3:26])[N:20]=2)=[CH:6][CH:7]=1. (3) Given the reactants [S:1]1[CH2:5][C:4](=[O:6])[NH:3][C:2]1=[O:7].[CH:8](=O)[CH2:9][CH2:10][CH2:11][CH2:12][CH2:13][CH2:14][CH2:15][CH2:16][CH2:17][CH2:18][CH2:19][CH2:20][CH2:21][CH2:22][CH3:23], predict the reaction product. The product is: [CH:23](=[C:5]1/[C:4](=[O:6])[NH:3][C:2](=[O:7])[S:1]/1)\[CH2:22][CH2:21][CH2:20][CH2:19][CH2:18][CH2:17][CH2:16][CH2:15][CH2:14][CH2:13][CH2:12][CH2:11][CH2:10][CH2:9][CH3:8]. (4) The product is: [F:1][C:2]1[CH:7]=[CH:6][C:5]([C:8]2[N:23]([CH2:24][CH2:25][C@H:26]3[O:31][C:30]4([CH2:36][CH2:35][CH2:34][CH2:33][CH2:32]4)[O:29][C@@H:28]([CH2:37][C:38]([O:40][C:41]([C:44]4[CH:45]=[CH:46][CH:47]=[CH:48][CH:49]=4)([CH3:43])[CH3:42])=[O:39])[CH2:27]3)[C:11]([CH:12]([CH3:14])[CH3:13])=[CH:10][C:9]=2[C:16]2[CH:21]=[CH:20][CH:19]=[CH:18][CH:17]=2)=[CH:4][CH:3]=1. Given the reactants [F:1][C:2]1[CH:7]=[CH:6][C:5]([C:8](=O)[CH:9]([C:16]2[CH:21]=[CH:20][CH:19]=[CH:18][CH:17]=2)[CH2:10][C:11](=O)[CH:12]([CH3:14])[CH3:13])=[CH:4][CH:3]=1.[NH2:23][CH2:24][CH2:25][C@H:26]1[O:31][C:30]2([CH2:36][CH2:35][CH2:34][CH2:33][CH2:32]2)[O:29][C@@H:28]([CH2:37][C:38]([O:40][C:41]([C:44]2[CH:49]=[CH:48][CH:47]=[CH:46][CH:45]=2)([CH3:43])[CH3:42])=[O:39])[CH2:27]1, predict the reaction product. (5) Given the reactants Br[C:2]1[N:7]=[C:6]([NH:8][CH2:9][C:10]2[C:15]([CH3:16])=[CH:14][CH:13]=[CH:12][C:11]=2[CH2:17][CH3:18])[C:5]2[N:19]=[C:20]([CH3:23])[N:21]([CH3:22])[C:4]=2[CH:3]=1.C1(P([C:37]2[CH:42]=CC=CC=2)C2C=CC=CC=2)C=CC=CC=1.C(N(CC)CC)C.[C]=[O:51].[CH2:52]([OH:54])C, predict the reaction product. The product is: [CH2:42]([O:51][C:52]([C:2]1[N:7]=[C:6]([NH:8][CH2:9][C:10]2[C:15]([CH3:16])=[CH:14][CH:13]=[CH:12][C:11]=2[CH2:17][CH3:18])[C:5]2[N:19]=[C:20]([CH3:23])[N:21]([CH3:22])[C:4]=2[CH:3]=1)=[O:54])[CH3:37]. (6) The product is: [F:17][C:18]1[CH:19]=[CH:20][C:21]([CH2:24][C:25]([NH:27][NH:28][C:14]([C:4]2[C:3]([O:2][CH3:1])=[C:7]3[C:8](=[O:13])[N:9]([CH3:12])[CH2:10][CH2:11][N:6]3[CH:5]=2)=[O:16])=[O:26])=[CH:22][CH:23]=1. Given the reactants [CH3:1][O:2][C:3]1[C:4]([C:14]([OH:16])=O)=[CH:5][N:6]2[CH2:11][CH2:10][N:9]([CH3:12])[C:8](=[O:13])[C:7]=12.[F:17][C:18]1[CH:23]=[CH:22][C:21]([CH2:24][C:25]([NH:27][NH2:28])=[O:26])=[CH:20][CH:19]=1.FC1C=CC(CC(Cl)=O)=CC=1.NN.F[P-](F)(F)(F)(F)F.N1(O[P+](N(C)C)(N(C)C)N(C)C)C2C=CC=CC=2N=N1.C(N(CC)C(C)C)(C)C, predict the reaction product. (7) The product is: [CH2:31]([O:14][C:13](=[O:15])[C:12]([C:10]1[CH:9]=[C:8]2[C:3]([C@@H:4]3[CH2:23][C@@H:22]([OH:24])[CH2:21][CH2:20][C@H:5]3[C:6]([CH3:19])([CH3:18])[O:7]2)=[C:2]([OH:1])[CH:11]=1)([CH3:16])[CH3:17])[CH2:32][CH2:33][CH3:34]. Given the reactants [OH:1][C:2]1[CH:11]=[C:10]([C:12]([CH3:17])([CH3:16])[C:13]([OH:15])=[O:14])[CH:9]=[C:8]2[C:3]=1[C@@H:4]1[CH2:23][C@@H:22]([OH:24])[CH2:21][CH2:20][C@H:5]1[C:6]([CH3:19])([CH3:18])[O:7]2.C(=O)(O)[O-].[Na+].Br[CH2:31][CH2:32][CH2:33][CH3:34], predict the reaction product. (8) Given the reactants [Cl:1][C:2]1[CH:10]=[C:9]2[C:5]([CH2:6][C:7](=[O:11])[NH:8]2)=[CH:4][CH:3]=1.[Cl:12][C:13]1[CH:20]=[CH:19][C:16]([CH:17]=O)=[CH:15][CH:14]=1.N1CCCCC1, predict the reaction product. The product is: [Cl:1][C:2]1[CH:10]=[C:9]2[C:5](/[C:6](=[CH:17]/[C:16]3[CH:19]=[CH:20][C:13]([Cl:12])=[CH:14][CH:15]=3)/[C:7](=[O:11])[NH:8]2)=[CH:4][CH:3]=1. (9) Given the reactants [OH-].[Na+].C([O:5][C:6]([C:8]1[C:9]2[S:17][CH:16]=[C:15]([CH2:18][O:19][C:20]3[CH:25]=[C:24]([NH:26][C:27](=[O:39])[C:28]4[CH:33]=[CH:32][C:31]([NH:34][CH2:35][CH2:36][OH:37])=[C:30]([Cl:38])[CH:29]=4)[CH:23]=[CH:22][C:21]=3[CH3:40])[C:10]=2[C:11]([NH2:14])=[N:12][CH:13]=1)=[O:7])C, predict the reaction product. The product is: [NH2:14][C:11]1[C:10]2[C:15]([CH2:18][O:19][C:20]3[CH:25]=[C:24]([NH:26][C:27](=[O:39])[C:28]4[CH:33]=[CH:32][C:31]([NH:34][CH2:35][CH2:36][OH:37])=[C:30]([Cl:38])[CH:29]=4)[CH:23]=[CH:22][C:21]=3[CH3:40])=[CH:16][S:17][C:9]=2[C:8]([C:6]([OH:7])=[O:5])=[CH:13][N:12]=1.